This data is from Catalyst prediction with 721,799 reactions and 888 catalyst types from USPTO. The task is: Predict which catalyst facilitates the given reaction. (1) Reactant: [C:1]([NH:11][CH2:12][CH2:13][C:14]([OH:16])=O)([O:3][CH2:4][C:5]1[CH:10]=[CH:9][CH:8]=[CH:7][CH:6]=1)=[O:2].ON1[C:22](=[O:23])[CH2:21]CC1=O.C1CCC([N:31]=C=NC2CCCCC2)CC1. Product: [C:1]([NH:11][CH2:12][CH2:13][C:14]([CH:22]([CH2:21][NH2:31])[OH:23])=[O:16])([O:3][CH2:4][C:5]1[CH:6]=[CH:7][CH:8]=[CH:9][CH:10]=1)=[O:2]. The catalyst class is: 1. (2) Reactant: [F:1][C:2]1[CH:28]=[CH:27][C:5]2[N:6]=[C:7]([N:20]3[CH2:25][CH2:24][N:23]([CH3:26])[CH2:22][CH2:21]3)[C:8]3[C:13]4[CH:14]=[CH:15][CH:16]=[C:17]([O:18]C)[C:12]=4[S:11][C:9]=3[NH:10][C:4]=2[CH:3]=1.C(S)(S)C.[Al]. Product: [F:1][C:2]1[CH:28]=[CH:27][C:5]2[N:6]=[C:7]([N:20]3[CH2:21][CH2:22][N:23]([CH3:26])[CH2:24][CH2:25]3)[C:8]3[C:13]4[CH:14]=[CH:15][CH:16]=[C:17]([OH:18])[C:12]=4[S:11][C:9]=3[NH:10][C:4]=2[CH:3]=1. The catalyst class is: 4. (3) Reactant: Cl.[CH3:2][CH:3]([CH3:7])[C:4](=[NH:6])[NH2:5].C[O-].[Na+].[C:11]([C:13]1[CH:18]=[CH:17][CH:16]=[CH:15][C:14]=1[C:19]1[CH:24]=[CH:23][C:22]([CH2:25][CH:26]([C:31](=O)[CH2:32][CH2:33][CH2:34][CH3:35])[C:27](OC)=[O:28])=[CH:21][CH:20]=1)#[N:12]. Product: [CH2:32]([C:31]1[N:6]=[C:4]([CH:3]([CH3:7])[CH3:2])[NH:5][C:27](=[O:28])[C:26]=1[CH2:25][C:22]1[CH:21]=[CH:20][C:19]([C:14]2[C:13]([C:11]#[N:12])=[CH:18][CH:17]=[CH:16][CH:15]=2)=[CH:24][CH:23]=1)[CH2:33][CH2:34][CH3:35]. The catalyst class is: 71. (4) Reactant: [C:1]([C:3]1[CH:8]=[CH:7][C:6]([NH:9][CH:10]([C:19]2[CH:24]=[C:23]([O:25][CH2:26][CH3:27])[C:22]([O:28][CH2:29][CH3:30])=[CH:21][C:20]=2[OH:31])[CH2:11][NH:12][S:13]([CH2:16][CH2:17][CH3:18])(=[O:15])=[O:14])=[CH:5][CH:4]=1)#[N:2].C(=O)(O)[O-].[K+].Br[CH2:38][C:39]([O:41][CH2:42][CH3:43])=[O:40]. Product: [CH2:42]([O:41][C:39](=[O:40])[CH2:38][O:31][C:20]1[CH:21]=[C:22]([O:28][CH2:29][CH3:30])[C:23]([O:25][CH2:26][CH3:27])=[CH:24][C:19]=1[CH:10]([NH:9][C:6]1[CH:7]=[CH:8][C:3]([C:1]#[N:2])=[CH:4][CH:5]=1)[CH2:11][NH:12][S:13]([CH2:16][CH2:17][CH3:18])(=[O:15])=[O:14])[CH3:43]. The catalyst class is: 9.